From a dataset of Reaction yield outcomes from USPTO patents with 853,638 reactions. Predict the reaction yield, written as a fraction of the theoretical maximum amount of product (1.0 means a 100% yield; for example, 0.34 means a 34% yield). The reactants are [F:1][C:2]([F:11])([F:10])[C:3]1[CH:8]=[CH:7][C:6]([OH:9])=[CH:5][CH:4]=1.[Na+].[I-:13].CC1C=CC(S(NCl)(=O)=O)=CC=1.Cl. The catalyst is CN(C=O)C. The product is [I:13][C:5]1[CH:4]=[C:3]([C:2]([F:10])([F:11])[F:1])[CH:8]=[CH:7][C:6]=1[OH:9]. The yield is 0.500.